Dataset: Full USPTO retrosynthesis dataset with 1.9M reactions from patents (1976-2016). Task: Predict the reactants needed to synthesize the given product. (1) Given the product [Cl:21][C:22]1[C:27]([Cl:28])=[CH:26][CH:25]=[CH:24][C:23]=1[N:29]1[C:33]([CH2:34][NH:35][C:11]([NH:10][C:4]2[CH:5]=[CH:6][C:7]([CH2:8][OH:9])=[C:2]([F:1])[CH:3]=2)=[O:19])=[CH:32][C:31]([C:36]([F:38])([F:39])[F:37])=[N:30]1, predict the reactants needed to synthesize it. The reactants are: [F:1][C:2]1[CH:3]=[C:4]([NH:10][C:11](=[O:19])OC2C=CC=CC=2)[CH:5]=[CH:6][C:7]=1[CH2:8][OH:9].Cl.[Cl:21][C:22]1[C:27]([Cl:28])=[CH:26][CH:25]=[CH:24][C:23]=1[N:29]1[C:33]([CH2:34][NH2:35])=[CH:32][C:31]([C:36]([F:39])([F:38])[F:37])=[N:30]1. (2) Given the product [CH:2]1([C:5]2[N:6]=[CH:7][C:8]([O:11][C@H:12]3[CH2:22][N:15]4[C:16](=[O:21])[CH2:17][CH2:18][N:19]([CH2:30][C:29]5[CH:32]=[CH:33][C:26]([O:25][C:24]([F:23])([F:34])[F:35])=[CH:27][CH:28]=5)[CH2:20][C@H:14]4[CH2:13]3)=[N:9][CH:10]=2)[CH2:4][CH2:3]1, predict the reactants needed to synthesize it. The reactants are: Cl.[CH:2]1([C:5]2[N:6]=[CH:7][C:8]([O:11][C@H:12]3[CH2:22][N:15]4[C:16](=[O:21])[CH2:17][CH2:18][NH:19][CH2:20][C@H:14]4[CH2:13]3)=[N:9][CH:10]=2)[CH2:4][CH2:3]1.[F:23][C:24]([F:35])([F:34])[O:25][C:26]1[CH:33]=[CH:32][C:29]([CH:30]=O)=[CH:28][CH:27]=1.C(N(CC)CC)C.C(O[BH-](OC(=O)C)OC(=O)C)(=O)C.[Na+]. (3) Given the product [CH3:13][O:12][C:9]1[CH:10]=[C:11]2[C:6](=[CH:7][CH:8]=1)[C:5](=[O:14])[N:4]([C:15]1[CH:22]=[CH:21][C:18]([CH:19]=[O:20])=[CH:17][CH:16]=1)[CH:3]=[C:2]2[C:34]1[CH:35]=[CH:36][C:31]([O:30][CH3:29])=[CH:32][CH:33]=1, predict the reactants needed to synthesize it. The reactants are: Br[C:2]1[C:11]2[C:6](=[CH:7][CH:8]=[C:9]([O:12][CH3:13])[CH:10]=2)[C:5](=[O:14])[N:4]([C:15]2[CH:22]=[CH:21][C:18]([CH:19]=[O:20])=[CH:17][CH:16]=2)[CH:3]=1.C(=O)([O-])[O-].[K+].[K+].[CH3:29][O:30][C:31]1[CH:36]=[CH:35][C:34](B(O)O)=[CH:33][CH:32]=1. (4) The reactants are: C(N(C(C)C)CC)(C)C.[Cl:10][C:11]1[CH:12]=[CH:13][C:14]2[N:19]=[C:18]([C:20]3[C:29]4[C:24](=[CH:25][CH:26]=[CH:27][CH:28]=4)[CH:23]=[CH:22][CH:21]=3)[O:17][C:16](=[O:30])[C:15]=2[CH:31]=1.[O:32]1[CH2:36][CH2:35][O:34][CH:33]1[CH2:37][NH2:38]. Given the product [Cl:10][C:11]1[CH:12]=[CH:13][C:14]([NH:19][C:18]([C:20]2[C:29]3[C:24](=[CH:25][CH:26]=[CH:27][CH:28]=3)[CH:23]=[CH:22][CH:21]=2)=[O:17])=[C:15]([C:16]([NH:38][CH2:37][CH:33]2[O:34][CH2:35][CH2:36][O:32]2)=[O:30])[CH:31]=1, predict the reactants needed to synthesize it.